This data is from Forward reaction prediction with 1.9M reactions from USPTO patents (1976-2016). The task is: Predict the product of the given reaction. Given the reactants [CH2:1]([N:8]1[CH2:13][CH2:12][C:11](=[O:14])[CH2:10][CH2:9]1)[C:2]1[CH:7]=[CH:6][CH:5]=[CH:4][CH:3]=1.[Li][C:16]1[CH:17]=[CH:18][CH:19]=[CH:20][CH:21]=1, predict the reaction product. The product is: [CH2:1]([N:8]1[CH2:13][CH2:12][C:11]([C:16]2[CH:17]=[CH:18][CH:19]=[CH:20][CH:21]=2)([OH:14])[CH2:10][CH2:9]1)[C:2]1[CH:3]=[CH:4][CH:5]=[CH:6][CH:7]=1.